From a dataset of Peptide-MHC class II binding affinity with 134,281 pairs from IEDB. Regression. Given a peptide amino acid sequence and an MHC pseudo amino acid sequence, predict their binding affinity value. This is MHC class II binding data. (1) The binding affinity (normalized) is 0.306. The peptide sequence is LHDLKIAIANIIDEI. The MHC is HLA-DQA10102-DQB10602 with pseudo-sequence HLA-DQA10102-DQB10602. (2) The peptide sequence is AAATAGTTVYGAGAA. The binding affinity (normalized) is 0. The MHC is HLA-DPA10103-DPB10601 with pseudo-sequence HLA-DPA10103-DPB10601. (3) The peptide sequence is SSTVKLRQNEFGPAR. The MHC is DRB4_0101 with pseudo-sequence DRB4_0103. The binding affinity (normalized) is 0.350.